Dataset: Full USPTO retrosynthesis dataset with 1.9M reactions from patents (1976-2016). Task: Predict the reactants needed to synthesize the given product. Given the product [CH3:1][O:2][C:3]1[CH:4]=[CH:5][C:6]2[NH:12][C:11](=[O:13])[N:10]([CH:14]3[CH2:19][CH2:18][N:17]([C:20]([O:22][C@@H:23]([C:41]([OH:43])=[O:42])[CH2:24][C:25]4[CH:26]=[C:27]([CH3:40])[C:28]([OH:32])=[C:29]([CH3:31])[CH:30]=4)=[O:21])[CH2:16][CH2:15]3)[CH2:9][CH2:8][C:7]=2[CH:44]=1, predict the reactants needed to synthesize it. The reactants are: [CH3:1][O:2][C:3]1[CH:4]=[CH:5][C:6]2[NH:12][C:11](=[O:13])[N:10]([CH:14]3[CH2:19][CH2:18][N:17]([C:20]([O:22][C@@H:23]([C:41]([OH:43])=[O:42])[CH2:24][C:25]4[CH:30]=[C:29]([CH3:31])[C:28]([O:32]CC5C=CC=CC=5)=[C:27]([CH3:40])[CH:26]=4)=[O:21])[CH2:16][CH2:15]3)[CH2:9][CH2:8][C:7]=2[CH:44]=1.